From a dataset of Forward reaction prediction with 1.9M reactions from USPTO patents (1976-2016). Predict the product of the given reaction. (1) Given the reactants [Br:1][C:2]1[CH:9]=[C:8]([OH:10])[CH:7]=[C:6]([OH:11])[C:3]=1[CH:4]=[O:5].CC1C=CC(S([O-])(=O)=O)=CC=1.C1C=C[NH+]=CC=1.[CH2:29]1[CH2:34][O:33][CH:32]=[CH:31][CH2:30]1, predict the reaction product. The product is: [Br:1][C:2]1[CH:9]=[C:8]([O:10][CH:32]2[CH2:31][CH2:30][CH2:29][CH2:34][O:33]2)[CH:7]=[C:6]([OH:11])[C:3]=1[CH:4]=[O:5]. (2) Given the reactants [F:1][C:2]1[CH:7]=[CH:6][C:5](B(O)O)=[CH:4][CH:3]=1.Br[C:12]1[CH:13]=[C:14]([Cl:23])[C:15]([C:18]([F:22])([F:21])[CH2:19][NH2:20])=[N:16][CH:17]=1.C(=O)([O-])[O-].[Cs+].[Cs+], predict the reaction product. The product is: [Cl:23][C:14]1[C:15]([C:18]([F:22])([F:21])[CH2:19][NH2:20])=[N:16][CH:17]=[C:12]([C:5]2[CH:6]=[CH:7][C:2]([F:1])=[CH:3][CH:4]=2)[CH:13]=1. (3) Given the reactants [H-].[Na+].[F:3][C:4]([F:8])([F:7])[CH2:5][OH:6].Br[CH2:10][C:11]1[CH:16]=[CH:15][C:14]([N+:17]([O-:19])=[O:18])=[CH:13][CH:12]=1, predict the reaction product. The product is: [N+:17]([C:14]1[CH:15]=[CH:16][C:11]([CH2:10][O:6][CH2:5][C:4]([F:8])([F:7])[F:3])=[CH:12][CH:13]=1)([O-:19])=[O:18]. (4) Given the reactants FC1C=C(C(C)(C)CC(O)(C(F)(F)F)C=O)C2OCCC=2C=1.NC1C(Cl)=CC=C2C=1C=CC(C)=N2.[F:36][C:37]1[CH:38]=[C:39]([C:46]([CH3:69])([CH3:68])[CH2:47][C:48]([OH:67])([C:63]([F:66])([F:65])[F:64])[CH:49]=[N:50][C:51]2[C:60]([Cl:61])=[CH:59][CH:58]=[C:57]3[C:52]=2[CH:53]=[CH:54][C:55]([CH3:62])=[N:56]3)[C:40]2[O:44][CH2:43][CH2:42][C:41]=2[CH:45]=1.C([BH3-])#N.[Na+], predict the reaction product. The product is: [F:36][C:37]1[CH:38]=[C:39]([C:46]([CH3:69])([CH3:68])[CH2:47][C:48]([OH:67])([C:63]([F:66])([F:64])[F:65])[CH2:49][NH:50][C:51]2[C:60]([Cl:61])=[CH:59][CH:58]=[C:57]3[C:52]=2[CH:53]=[CH:54][C:55]([CH3:62])=[N:56]3)[C:40]2[O:44][CH2:43][CH2:42][C:41]=2[CH:45]=1.